Dataset: Full USPTO retrosynthesis dataset with 1.9M reactions from patents (1976-2016). Task: Predict the reactants needed to synthesize the given product. (1) Given the product [CH:1]1([CH2:4][O:5][C:7]2[CH:8]=[C:9]([CH:14]=[C:15]([N:17]3[CH2:21][CH2:20][CH2:19][C:18]3=[O:22])[CH:16]=2)[C:10]([O:12][CH3:13])=[O:11])[CH2:3][CH2:2]1, predict the reactants needed to synthesize it. The reactants are: [CH:1]1([CH2:4][OH:5])[CH2:3][CH2:2]1.O[C:7]1[CH:8]=[C:9]([CH:14]=[C:15]([N:17]2[CH2:21][CH2:20][CH2:19][C:18]2=[O:22])[CH:16]=1)[C:10]([O:12][CH3:13])=[O:11]. (2) Given the product [Cl:11][C:12]1[CH:17]=[CH:16][C:15]([CH:7]([C:6]2[CH:9]=[CH:10][C:3]([C:1]#[N:2])=[CH:4][CH:5]=2)[OH:8])=[CH:14][CH:13]=1, predict the reactants needed to synthesize it. The reactants are: [C:1]([C:3]1[CH:10]=[CH:9][C:6]([CH:7]=[O:8])=[CH:5][CH:4]=1)#[N:2].[Cl:11][C:12]1[CH:17]=[CH:16][C:15]([Mg]Br)=[CH:14][CH:13]=1.C(OCC)C.Cl. (3) Given the product [F:12][C:13]1[CH:18]=[CH:17][C:16]([N:19]2[CH:24]=[CH:23][CH:22]=[C:21]([C:25]([NH:1][C:2]3[CH:10]=[CH:9][CH:8]=[C:7]4[C:3]=3[CH2:4][C:5](=[O:11])[NH:6]4)=[O:26])[C:20]2=[O:28])=[CH:15][CH:14]=1, predict the reactants needed to synthesize it. The reactants are: [NH2:1][C:2]1[CH:10]=[CH:9][CH:8]=[C:7]2[C:3]=1[CH2:4][C:5](=[O:11])[NH:6]2.[F:12][C:13]1[CH:18]=[CH:17][C:16]([N:19]2[CH:24]=[CH:23][CH:22]=[C:21]([C:25](O)=[O:26])[C:20]2=[O:28])=[CH:15][CH:14]=1.F[B-](F)(F)F.N1(OC(N(C)C)=[N+](C)C)C2C=CC=CC=2N=N1.C(N(CC)CC)C. (4) Given the product [Br:19][CH2:20][CH2:21][CH2:22]/[CH:23]=[CH:10]/[C:11]1[CH:16]=[CH:15][CH:14]=[CH:13][CH:12]=1, predict the reactants needed to synthesize it. The reactants are: N[C@H](C=O)CCSC.[Na].[CH:10](=O)[C:11]1[CH:16]=[CH:15][CH:14]=[CH:13][CH:12]=1.[Br-].[Br:19][CH2:20][CH2:21][CH2:22][CH2:23][P+](C1C=CC=CC=1)(C1C=CC=CC=1)C1C=CC=CC=1. (5) The reactants are: [CH2:1]([Mg]Cl)[CH3:2].[C:5]([NH:8][C:9]1[CH:20]=[CH:19][C:12]([C:13](N(OC)C)=[O:14])=[CH:11][N:10]=1)(=[O:7])[CH3:6]. Given the product [C:13]([C:12]1[CH:19]=[CH:20][C:9]([NH:8][C:5](=[O:7])[CH3:6])=[N:10][CH:11]=1)(=[O:14])[CH2:1][CH3:2], predict the reactants needed to synthesize it.